This data is from Full USPTO retrosynthesis dataset with 1.9M reactions from patents (1976-2016). The task is: Predict the reactants needed to synthesize the given product. The reactants are: [Cl:1][C:2]1[C:3]([N+:13]([O-:15])=[O:14])=[C:4]2[C:9](=[CH:10][CH:11]=1)[C:8](=[O:12])O[CH:6]=[CH:5]2.[CH2:16]([CH2:18][NH2:19])[OH:17].C(N(CC)CC)C.CO. Given the product [Cl:1][C:2]1[C:3]([N+:13]([O-:15])=[O:14])=[C:4]2[C:9](=[CH:10][CH:11]=1)[C:8](=[O:12])[N:19]([CH2:18][CH2:16][OH:17])[CH:6]=[CH:5]2, predict the reactants needed to synthesize it.